Dataset: Peptide-MHC class II binding affinity with 134,281 pairs from IEDB. Task: Regression. Given a peptide amino acid sequence and an MHC pseudo amino acid sequence, predict their binding affinity value. This is MHC class II binding data. (1) The peptide sequence is DSNIMNSINNVMDEIDFFEK. The MHC is DRB1_0101 with pseudo-sequence DRB1_0101. The binding affinity (normalized) is 0.395. (2) The peptide sequence is IPPAYEKLSAEQSPP. The MHC is DRB1_0101 with pseudo-sequence DRB1_0101. The binding affinity (normalized) is 0.566.